From a dataset of Full USPTO retrosynthesis dataset with 1.9M reactions from patents (1976-2016). Predict the reactants needed to synthesize the given product. (1) Given the product [O:24]=[C:23]1[CH2:22][CH2:21][CH2:20][CH2:19][N:17]1[C:13]1[CH:12]=[C:11]2[C:16](=[CH:15][CH:14]=1)[N:8]([C:6]([O:5][C:1]([CH3:4])([CH3:2])[CH3:3])=[O:7])[CH2:9][CH2:10]2, predict the reactants needed to synthesize it. The reactants are: [C:1]([O:5][C:6]([N:8]1[C:16]2[C:11](=[CH:12][C:13]([NH2:17])=[CH:14][CH:15]=2)[CH2:10][CH2:9]1)=[O:7])([CH3:4])([CH3:3])[CH3:2].Br[CH2:19][CH2:20][CH2:21][CH2:22][C:23](Cl)=[O:24].CC(C)([O-])C.[K+]. (2) Given the product [CH3:35][C@@:28]1([CH2:29][N:30]2[N:31]=[N:32][CH:33]=[CH:34]2)[S:27](=[O:36])(=[O:37])[C@@H:26]2[CH2:25][C:24](=[O:38])[N:23]2[C@H:22]1[C:39]([OH:41])=[O:40], predict the reactants needed to synthesize it. The reactants are: C1C(O)=CC=CC=1C.C([C:22]1([C:39]([O-:41])=[O:40])[C:28]([CH3:35])([CH2:29][N:30]2[CH:34]=[CH:33][N:32]=[N:31]2)[S:27](=[O:37])(=[O:36])[CH:26]2[N:23]1[C:24](=[O:38])[CH2:25]2)(C1C=CC=CC=1)C1C=CC=CC=1. (3) Given the product [F:1][C:2]([F:11])([F:12])[O:3][C:4]1[CH:5]=[C:6]([CH:7]=[CH:8][CH:9]=1)[O:10][CH2:13][CH:15]1[CH2:16][O:17]1, predict the reactants needed to synthesize it. The reactants are: [F:1][C:2]([F:12])([F:11])[O:3][C:4]1[CH:5]=[C:6]([OH:10])[CH:7]=[CH:8][CH:9]=1.[CH2:13]([CH:15]1[O:17][CH2:16]1)Cl. (4) Given the product [CH3:2][C:3]1[C:20]2[N:17]=[CH:16][CH:9]=[CH:8][C:7]=2[C:6]([C:11]#[N:10])=[CH:5][CH:4]=1, predict the reactants needed to synthesize it. The reactants are: Br[C:2]1[CH:3]=[CH:4][C:5](C)=[C:6]2[C:11]=1[N:10]=[CH:9][CH:8]=[CH:7]2.[Cu]C#N.[CH3:16][N:17]([CH3:20])C=O. (5) The reactants are: [C:1]([C:3]1[CH:4]=[C:5]([CH:20]=[CH:21][CH:22]=1)[CH2:6][N:7]1[CH2:12][CH2:11][N:10]([C:13]2[CH:18]=[CH:17][C:16]([NH2:19])=[CH:15][CH:14]=2)[CH2:9][CH2:8]1)#[N:2].[F:23][C:24]([F:41])([F:40])[C:25]1[CH:30]=[CH:29][C:28]([C:31]2[C:32]([C:37](O)=[O:38])=[CH:33][CH:34]=[CH:35][CH:36]=2)=[CH:27][CH:26]=1.C1C=CC2N(O)N=NC=2C=1.CCN=C=NCCCN(C)C.Cl. Given the product [C:1]([C:3]1[CH:4]=[C:5]([CH:20]=[CH:21][CH:22]=1)[CH2:6][N:7]1[CH2:12][CH2:11][N:10]([C:13]2[CH:18]=[CH:17][C:16]([NH:19][C:37]([C:32]3[C:31]([C:28]4[CH:29]=[CH:30][C:25]([C:24]([F:23])([F:40])[F:41])=[CH:26][CH:27]=4)=[CH:36][CH:35]=[CH:34][CH:33]=3)=[O:38])=[CH:15][CH:14]=2)[CH2:9][CH2:8]1)#[N:2], predict the reactants needed to synthesize it. (6) Given the product [CH3:20][Si:21]([CH3:23])([CH3:22])[C:24]#[C:25][C:2]1[CH:16]=[CH:15][C:14]([Si:21]([CH3:23])([CH3:22])[CH3:20])=[CH:13][C:3]=1[O:4][C:5]1[C:6]([NH2:12])=[N:7][C:8]([NH2:11])=[N:9][CH:10]=1.[I:1][C:2]1[CH:16]=[CH:15][C:14]([C:25]#[C:24][Si:21]([CH3:23])([CH3:22])[CH3:20])=[CH:13][C:3]=1[O:4][C:5]1[C:6]([NH2:12])=[N:7][C:8]([NH2:11])=[N:9][CH:10]=1, predict the reactants needed to synthesize it. The reactants are: [I:1][C:2]1[CH:16]=[C:15](OC)[C:14](I)=[CH:13][C:3]=1[O:4][C:5]1[C:6]([NH2:12])=[N:7][C:8]([NH2:11])=[N:9][CH:10]=1.[CH3:20][Si:21]([C:24]#[CH:25])([CH3:23])[CH3:22].C(N(C(C)C)CC)(C)C.[NH4+].[Cl-].